This data is from Catalyst prediction with 721,799 reactions and 888 catalyst types from USPTO. The task is: Predict which catalyst facilitates the given reaction. (1) Reactant: [O-2].[Nd+3:2].[O-2].[O-2].[Nd+3].[Nd].[CH2:7]([CH:9]([CH2:24][CH2:25][CH2:26][CH3:27])[CH2:10][O:11][P:12](=[O:23])([OH:22])[O:13][CH2:14][CH:15]([CH2:20][CH3:21])[CH2:16][CH2:17][CH2:18][CH3:19])[CH3:8].CC1CCCCC1.Cl. Product: [CH2:7]([CH:9]([CH2:24][CH2:25][CH2:26][CH3:27])[CH2:10][O:11][P:12]([O-:23])([O:13][CH2:14][CH:15]([CH2:20][CH3:21])[CH2:16][CH2:17][CH2:18][CH3:19])=[O:22])[CH3:8].[Nd+:2]. The catalyst class is: 6. (2) Reactant: [CH2:1]([O:3][C:4](=[O:18])[CH2:5][C:6]1[NH:7][C:8](=S)[N:9]([CH:11]2[CH2:16][CH2:15][CH2:14][CH2:13][CH2:12]2)[CH:10]=1)[CH3:2].OO. Product: [CH2:1]([O:3][C:4](=[O:18])[CH2:5][C:6]1[N:7]=[CH:8][N:9]([CH:11]2[CH2:12][CH2:13][CH2:14][CH2:15][CH2:16]2)[CH:10]=1)[CH3:2]. The catalyst class is: 15. (3) Reactant: F[C:2]1[CH:9]=[C:8]([C:10]([F:13])([F:12])[F:11])[CH:7]=[CH:6][C:3]=1[CH:4]=[O:5].[F:14][C:15]1[CH:20]=[CH:19][C:18]([OH:21])=[CH:17][CH:16]=1.C(=O)([O-])[O-].[Cs+].[Cs+]. Product: [F:14][C:15]1[CH:20]=[CH:19][C:18]([O:21][C:2]2[CH:9]=[C:8]([C:10]([F:13])([F:12])[F:11])[CH:7]=[CH:6][C:3]=2[CH:4]=[O:5])=[CH:17][CH:16]=1. The catalyst class is: 248. (4) Reactant: C([O-])([O-])=O.[K+].[K+].[CH3:7][N:8]([CH3:23])[S:9]([C:12]1[CH:13]=[CH:14][C:15]([OH:22])=[C:16]([CH:21]=1)[C:17]([O:19][CH3:20])=[O:18])(=[O:11])=[O:10].Br[CH2:25][C:26]1[CH:31]=[CH:30][CH:29]=[CH:28][CH:27]=1. Product: [CH3:23][N:8]([CH3:7])[S:9]([C:12]1[CH:13]=[CH:14][C:15]([O:22][CH2:25][C:26]2[CH:31]=[CH:30][CH:29]=[CH:28][CH:27]=2)=[C:16]([CH:21]=1)[C:17]([O:19][CH3:20])=[O:18])(=[O:10])=[O:11]. The catalyst class is: 21. (5) Reactant: [C:1]([O:5][C:6]([N:8]1[CH2:13][CH2:12][N:11]([C:14]2[CH:19]=[CH:18][C:17]([OH:20])=[CH:16][CH:15]=2)[CH2:10][CH2:9]1)=[O:7])([CH3:4])([CH3:3])[CH3:2].Br[CH2:22][CH2:23][CH2:24][Cl:25].C(=O)([O-])[O-].[K+].[K+]. Product: [C:1]([O:5][C:6]([N:8]1[CH2:13][CH2:12][N:11]([C:14]2[CH:15]=[CH:16][C:17]([O:20][CH2:22][CH2:23][CH2:24][Cl:25])=[CH:18][CH:19]=2)[CH2:10][CH2:9]1)=[O:7])([CH3:4])([CH3:2])[CH3:3]. The catalyst class is: 131. (6) Reactant: [F:1][C:2]1[CH:7]=[CH:6][C:5]([N:8]2[C:12]([CH3:13])=[CH:11][C:10]([C:14]([F:17])([F:16])[F:15])=[N:9]2)=[CH:4][C:3]=1[C:18]#[N:19].C1C(=O)N([Br:27])C(=O)C1.C(OOCC1C=CC=CC=1)C1C=CC=CC=1. Product: [F:1][C:2]1[CH:7]=[CH:6][C:5]([N:8]2[C:12]([CH2:13][Br:27])=[CH:11][C:10]([C:14]([F:16])([F:15])[F:17])=[N:9]2)=[CH:4][C:3]=1[C:18]#[N:19]. The catalyst class is: 53. (7) Reactant: [CH3:1][N:2]1[N:6]=[C:5]2[CH:7]=[CH:8][C:9]([C:11]3[N:12]=[C:13]([CH:23]=[O:24])[NH:14][C:15]=3[C:16]3[CH:21]=[CH:20][CH:19]=[C:18]([CH3:22])[N:17]=3)=[CH:10][C:4]2=[N:3]1.[BH4-].[Na+]. Product: [CH3:1][N:2]1[N:6]=[C:5]2[CH:7]=[CH:8][C:9]([C:11]3[N:12]=[C:13]([CH2:23][OH:24])[NH:14][C:15]=3[C:16]3[CH:21]=[CH:20][CH:19]=[C:18]([CH3:22])[N:17]=3)=[CH:10][C:4]2=[N:3]1. The catalyst class is: 5.